Task: Predict the reaction yield, written as a fraction of the theoretical maximum amount of product (1.0 means a 100% yield; for example, 0.34 means a 34% yield).. Dataset: Buchwald-Hartwig C-N cross coupling reaction yields with 55,370 reactions The reactants are Brc1ccccn1.Cc1ccc(N)cc1.O=S(=O)(O[Pd]1c2ccccc2-c2ccccc2N~1)C(F)(F)F.CC(C)c1cc(C(C)C)c(-c2ccccc2P(C(C)(C)C)C(C)(C)C)c(C(C)C)c1.CN1CCCN2CCCN=C12.c1ccc2oncc2c1. No catalyst specified. The product is Cc1ccc(Nc2ccccn2)cc1. The yield is 0.837.